From a dataset of Reaction yield outcomes from USPTO patents with 853,638 reactions. Predict the reaction yield, written as a fraction of the theoretical maximum amount of product (1.0 means a 100% yield; for example, 0.34 means a 34% yield). (1) The reactants are [C:1]([S:4][CH:5]1[CH2:8][N:7]([C:9]2[O:10][CH:11]=[C:12]([C:14](=[O:34])[NH:15][C@H:16]3[CH2:20][CH2:19][N:18]([C:21]([O:23][CH2:24][C:25]4[CH:30]=[CH:29][C:28]([N+:31]([O-:33])=[O:32])=[CH:27][CH:26]=4)=[O:22])[CH2:17]3)[N:13]=2)[CH2:6]1)(=O)[CH3:2].[C:35]([OH:38])(=O)[CH3:36].NN.C1(P(OC2[C@H](C)[C@H]3[C@@H]([C@H](O)C)C(=O)N3C=2[C:61]([O:63][CH2:64][C:65]2[CH:70]=[CH:69][C:68]([N+:71]([O-:73])=[O:72])=[CH:67][CH:66]=2)=[O:62])(C2C=CC=CC=2)=O)C=CC=CC=1.C([N:84]([CH:87]([CH3:89])[CH3:88])CC)(C)C.[C:90](=[O:93])([O-])O.[Na+].[CH3:95]N(C)C=O. The catalyst is C(#N)C.C(OCC)(=O)C. The product is [N+:31]([C:28]1[CH:29]=[CH:30][C:25]([CH2:24][O:23][C:21]([N:18]2[CH2:19][CH2:20][C@H:16]([NH:15][C:14]([C:12]3[N:13]=[C:9]([N:7]4[CH2:6][CH:5]([S:4][C:1]5[C@H:89]([CH3:95])[C@@H:87]6[C@@H:88]([C@H:35]([OH:38])[CH3:36])[C:90](=[O:93])[N:84]6[C:2]=5[C:61]([O:63][CH2:64][C:65]5[CH:66]=[CH:67][C:68]([N+:71]([O-:73])=[O:72])=[CH:69][CH:70]=5)=[O:62])[CH2:8]4)[O:10][CH:11]=3)=[O:34])[CH2:17]2)=[O:22])=[CH:26][CH:27]=1)([O-:33])=[O:32]. The yield is 0.760. (2) The reactants are [Br:1][C:2]1[CH:40]=[CH:39][CH:38]=[CH:37][C:3]=1[C:4](/[N:6]=[C:7]1/[N:8](C(=O)C2C=CC=CC=2Br)[CH:9]=[C:10]([N:13]2[C:17]3[CH:18]=[CH:19][C:20]([O:22][CH3:23])=[CH:21][C:16]=3[N:15]=[C:14]2[C:24]([F:27])([F:26])[F:25])[N:11]=[CH:12]/1)=[O:5].[Li+].[OH-].CCO.CCOC(C)=O. The catalyst is O. The product is [Br:1][C:2]1[CH:40]=[CH:39][CH:38]=[CH:37][C:3]=1[C:4]([NH:6][C:7]1[CH:12]=[N:11][C:10]([N:13]2[C:17]3[CH:18]=[CH:19][C:20]([O:22][CH3:23])=[CH:21][C:16]=3[N:15]=[C:14]2[C:24]([F:25])([F:26])[F:27])=[CH:9][N:8]=1)=[O:5]. The yield is 0.270. (3) The reactants are N1C=CC=CC=1S[C:8](=[O:17])[CH2:9][CH2:10][CH:11]1[CH2:16][CH2:15][CH2:14][CH2:13][CH2:12]1.[CH:18]1([Mg]Br)[CH2:22][CH2:21][CH2:20][CH2:19]1.CCOCC. The catalyst is C1COCC1. The product is [CH:11]1([CH2:10][CH2:9][C:8]([CH:18]2[CH2:22][CH2:21][CH2:20][CH2:19]2)=[O:17])[CH2:12][CH2:13][CH2:14][CH2:15][CH2:16]1. The yield is 0.830. (4) The reactants are [I:1][C:2]1[CH:3]=[CH:4][C:5]2[CH:19]3[CH2:20][CH:17]([CH2:18]3)[C:8]3[NH:9][C:10]([C:12]([O:14][CH2:15][CH3:16])=[O:13])=[N:11][C:7]=3[C:6]=2[CH:21]=1.C(=O)([O-])[O-].[K+].[K+].[I-].[Na+].Cl[CH2:31][C:32]1[C:40]2[C:35](=[CH:36][CH:37]=[CH:38][CH:39]=2)[N:34]([CH3:41])[N:33]=1. The catalyst is CN(C)C=O. The product is [I:1][C:2]1[CH:3]=[CH:4][C:5]2[CH:19]3[CH2:18][CH:17]([CH2:20]3)[C:8]3[N:9]([CH2:31][C:32]4[C:40]5[C:35](=[CH:36][CH:37]=[CH:38][CH:39]=5)[N:34]([CH3:41])[N:33]=4)[C:10]([C:12]([O:14][CH2:15][CH3:16])=[O:13])=[N:11][C:7]=3[C:6]=2[CH:21]=1. The yield is 0.970. (5) The reactants are [Si]([O:8][CH2:9][CH2:10][C:11]1[CH:12]=[C:13]2[C:18](=[CH:19][CH:20]=1)[CH:17]=[C:16]([C:21]1[CH:22]=[N:23][CH:24]=[N:25][CH:26]=1)[CH:15]=[CH:14]2)(C(C)(C)C)(C)C.CCCC[N+](CCCC)(CCCC)CCCC.[F-].O. The catalyst is C1COCC1. The product is [N:23]1[CH:22]=[C:21]([C:16]2[CH:17]=[C:18]3[C:13](=[CH:14][CH:15]=2)[CH:12]=[C:11]([CH2:10][CH2:9][OH:8])[CH:20]=[CH:19]3)[CH:26]=[N:25][CH:24]=1. The yield is 0.830. (6) The reactants are [CH3:1][C:2]1[C:19]([CH2:20][C:21]2[C:30]3[C:25](=[CH:26][CH:27]=[CH:28][CH:29]=3)[CH:24]=[CH:23][CH:22]=2)=[C:5]2[N:6]=[C:7]([N:13]3[CH2:18][CH2:17][O:16][CH2:15][CH2:14]3)[CH:8]=[C:9]([C:10]([NH2:12])=O)[N:4]2[N:3]=1.S(Cl)(Cl)=O.O. The catalyst is CN(C)C=O. The product is [CH3:1][C:2]1[C:19]([CH2:20][C:21]2[C:30]3[C:25](=[CH:26][CH:27]=[CH:28][CH:29]=3)[CH:24]=[CH:23][CH:22]=2)=[C:5]2[N:6]=[C:7]([N:13]3[CH2:18][CH2:17][O:16][CH2:15][CH2:14]3)[CH:8]=[C:9]([C:10]#[N:12])[N:4]2[N:3]=1. The yield is 0.310. (7) The reactants are [Cl:1][C:2]1[N:7]=[CH:6][N:5]=[C:4]([NH2:8])[CH:3]=1.[C:9](O[C:9]([O:11][C:12]([CH3:15])([CH3:14])[CH3:13])=[O:10])([O:11][C:12]([CH3:15])([CH3:14])[CH3:13])=[O:10]. The catalyst is C(#N)C.CN(C1C=CN=CC=1)C. The product is [C:12]([O:11][C:9]([N:8]([C:9]([O:11][C:12]([CH3:15])([CH3:14])[CH3:13])=[O:10])[C:4]1[N:5]=[CH:6][N:7]=[C:2]([Cl:1])[CH:3]=1)=[O:10])([CH3:15])([CH3:14])[CH3:13]. The yield is 0.600. (8) The reactants are [C:1]1([NH:7][C:8]2[C:16]3[C:15]4[CH2:17][NH:18][CH2:19][CH2:20][C:14]=4[NH:13][C:12]=3[N:11]=[CH:10][CH:9]=2)[CH:6]=[CH:5][CH:4]=[CH:3][CH:2]=1.[Cl:21][C:22]1[CH:23]=[C:24]([CH:28]=[CH:29][CH:30]=1)[C:25](Cl)=[O:26].C(N(CC)CC)C. The catalyst is ClCCCl. The product is [Cl:21][C:22]1[CH:23]=[C:24]([C:25]([N:18]2[CH2:19][CH2:20][C:14]3[NH:13][C:12]4[N:11]=[CH:10][CH:9]=[C:8]([NH:7][C:1]5[CH:2]=[CH:3][CH:4]=[CH:5][CH:6]=5)[C:16]=4[C:15]=3[CH2:17]2)=[O:26])[CH:28]=[CH:29][CH:30]=1. The yield is 0.260. (9) The reactants are [CH3:1][C:2]1[CH:8]=[CH:7][C:6]([N+:9]([O-:11])=[O:10])=[CH:5][C:3]=1[NH2:4].[N+:12]([O-:15])([OH:14])=[O:13].[N:16]#[C:17][NH2:18]. The catalyst is C(O)C. The product is [N+:12]([O-:15])([O-:14])=[O:13].[CH3:1][C:2]1[CH:8]=[CH:7][C:6]([N+:9]([O-:11])=[O:10])=[CH:5][C:3]=1[NH:4][C:17]([NH2:18])=[NH2+:16]. The yield is 0.340. (10) The reactants are [Cl:1][C:2]1[N:11]=[C:10](Cl)[C:9]2[C:4](=[CH:5][C:6]([Cl:13])=[CH:7][CH:8]=2)[N:3]=1.[CH3:14][NH:15][C@H:16]1[CH2:20][CH2:19][NH:18][CH2:17]1. No catalyst specified. The product is [Cl:1][C:2]1[N:11]=[C:10]([N:18]2[CH2:19][CH2:20][C@H:16]([NH:15][CH3:14])[CH2:17]2)[C:9]2[C:4](=[CH:5][C:6]([Cl:13])=[CH:7][CH:8]=2)[N:3]=1. The yield is 0.880.